The task is: Predict which catalyst facilitates the given reaction.. This data is from Catalyst prediction with 721,799 reactions and 888 catalyst types from USPTO. (1) Reactant: [C:1]([C:3]1[CH:8]=[C:7]([N+:9]([O-])=O)[CH:6]=[CH:5][C:4]=1[N:12]1[CH2:17][CH2:16][CH:15]([CH:18]([C:24]2[CH:29]=[CH:28][CH:27]=[CH:26][CH:25]=2)[C:19]([NH:21][CH2:22][CH3:23])=[O:20])[CH2:14][CH2:13]1)#[N:2].C(N[C:33](=[O:47])[CH:34]([C:41]1C=CC=C[CH:42]=1)[CH:35]1CCNC[CH2:36]1)C.FC1C=CC([N+]([O-])=O)=CC=1C#N.C([O-])([O-])=O.[K+].[K+]. Product: [C:1]([C:3]1[CH:8]=[C:7]([NH:9][C:33](=[O:47])[CH:34]([CH2:41][CH3:42])[CH2:35][CH3:36])[CH:6]=[CH:5][C:4]=1[N:12]1[CH2:17][CH2:16][CH:15]([CH:18]([C:19](=[O:20])[NH:21][CH2:22][CH3:23])[C:24]2[CH:29]=[CH:28][CH:27]=[CH:26][CH:25]=2)[CH2:14][CH2:13]1)#[N:2]. The catalyst class is: 18. (2) The catalyst class is: 6. Reactant: C([O:3][C:4]([NH:6][C:7](=[O:19])[C:8]([C:17]#[N:18])=[N:9][NH:10][C:11]1[CH:16]=[CH:15][CH:14]=[CH:13][CH:12]=1)=O)C.C([O-])(=O)C.[Na+].C(O)(=O)C. Product: [C:11]1([N:10]2[C:4](=[O:3])[NH:6][C:7](=[O:19])[C:8]([C:17]#[N:18])=[N:9]2)[CH:16]=[CH:15][CH:14]=[CH:13][CH:12]=1.